From a dataset of Reaction yield outcomes from USPTO patents with 853,638 reactions. Predict the reaction yield, written as a fraction of the theoretical maximum amount of product (1.0 means a 100% yield; for example, 0.34 means a 34% yield). (1) The reactants are Br[C:2]1[CH:19]=[CH:18][C:5]2/[C:6](=[CH:15]\[C:16]#[N:17])/[C:7]3[CH:14]=[CH:13][CH:12]=[CH:11][C:8]=3[O:9][CH2:10][C:4]=2[CH:3]=1.Br[C:21]1[CH:38]=[CH:37][C:24]2/[C:25](=[CH:34]/[C:35]#[N:36])/[C:26]3[CH:33]=[CH:32][CH:31]=[CH:30][C:27]=3[O:28][CH2:29][C:23]=2[CH:22]=1.C1(P(C2C=CC=CC=2)CCCP(C2C=CC=CC=2)C2C=CC=CC=2)C=CC=CC=1.[C:68](=O)([O-])[O-:69].[Cs+].[Cs+].[OH-].[Na+].Cl.B.C1COCC1. The catalyst is C(O)C.CN(C=O)C.C1COCC1.C([O-])(=O)C.[Pd+2].C([O-])(=O)C.O.C(OCC)(=O)C. The product is [OH:28][CH2:27][C:2]1[CH:19]=[CH:18][C:5]2/[C:6](=[CH:15]\[C:16]#[N:17])/[C:7]3[CH:14]=[CH:13][CH:12]=[CH:11][C:8]=3[O:9][CH2:10][C:4]=2[CH:3]=1.[OH:69][CH2:68][C:21]1[CH:38]=[CH:37][C:24]2/[C:25](=[CH:34]/[C:35]#[N:36])/[C:26]3[CH:33]=[CH:32][CH:31]=[CH:30][C:27]=3[O:28][CH2:29][C:23]=2[CH:22]=1. The yield is 0.340. (2) The reactants are [CH:1]1([C:5]2[C:10]([OH:11])=[C:9]([F:12])[C:8]([C:13]3[N:14]=[C:15]4[CH:21]=[CH:20][NH:19][C:16]4=[N:17][CH:18]=3)=[CH:7][CH:6]=2)[CH2:4][CH2:3][CH2:2]1.[F:22][C:23]([F:33])([F:32])[C:24]1[CH:31]=[CH:30][C:27]([CH2:28]Br)=[CH:26][CH:25]=1.[OH-:34].[K+]. The catalyst is CS(C)=O. The product is [F:22][C:23]([F:33])([F:32])[C:24]([OH:11])=[O:34].[CH:1]1([C:5]2[CH:6]=[CH:7][C:8]([C:13]3[N:14]=[C:15]4[CH:21]=[CH:20][NH:19][C:16]4=[N:17][CH:18]=3)=[C:9]([F:12])[C:10]=2[O:11][CH2:28][C:27]2[CH:26]=[CH:25][C:24]([C:23]([F:22])([F:32])[F:33])=[CH:31][CH:30]=2)[CH2:2][CH2:3][CH2:4]1. The yield is 0.150.